This data is from Catalyst prediction with 721,799 reactions and 888 catalyst types from USPTO. The task is: Predict which catalyst facilitates the given reaction. Reactant: C(N[C:6](=[O:38])[C:7]([NH:34]C(=O)C)([CH:21]1[CH2:26][CH2:25][N:24]([C:27]2[CH:32]=[CH:31][C:30]([Cl:33])=[CH:29][N:28]=2)[CH2:23][CH2:22]1)[CH2:8][CH2:9][CH2:10][CH2:11][B:12]1[O:16]C(C)(C)C(C)(C)[O:13]1)(C)(C)C.[OH2:39]. Product: [NH2:34][C:7]([CH:21]1[CH2:22][CH2:23][N:24]([C:27]2[CH:32]=[CH:31][C:30]([Cl:33])=[CH:29][N:28]=2)[CH2:25][CH2:26]1)([CH2:8][CH2:9][CH2:10][CH2:11][B:12]([OH:13])[OH:16])[C:6]([OH:38])=[O:39]. The catalyst class is: 33.